This data is from Full USPTO retrosynthesis dataset with 1.9M reactions from patents (1976-2016). The task is: Predict the reactants needed to synthesize the given product. (1) Given the product [CH:7]12[CH2:15][CH:11]3[CH2:10][CH:9]([CH2:14][CH:13]([CH2:12]3)[CH:6]1[NH:5][C:3](=[O:4])[CH:2]([N:33]1[CH2:34][CH2:35][N:30]([C:28]([C:24]3[O:23][CH:27]=[CH:26][CH:25]=3)=[O:29])[CH2:31][CH2:32]1)[CH3:16])[CH2:8]2, predict the reactants needed to synthesize it. The reactants are: Cl[CH:2]([CH3:16])[C:3]([NH:5][CH:6]1[CH:13]2[CH2:14][CH:9]3[CH2:10][CH:11]([CH2:15][CH:7]1[CH2:8]3)[CH2:12]2)=[O:4].C(=O)([O-])[O-].[Na+].[Na+].[O:23]1[CH:27]=[CH:26][CH:25]=[C:24]1[C:28]([N:30]1[CH2:35][CH2:34][NH:33][CH2:32][CH2:31]1)=[O:29]. (2) Given the product [CH3:1][O:2][C:3](=[O:34])[CH:4]([C:9]1[CH:10]=[C:11]([C:23]2[CH:24]=[C:25]([F:33])[CH:26]=[C:27]([C:29]([F:30])([F:32])[F:31])[CH:28]=2)[CH:12]=[C:13]([NH:40][C:39]2[CH:41]=[CH:42][C:36]([F:35])=[CH:37][C:38]=2[C:43]([F:46])([F:44])[F:45])[CH:14]=1)[CH2:5][CH:6]([CH3:7])[CH3:8], predict the reactants needed to synthesize it. The reactants are: [CH3:1][O:2][C:3](=[O:34])[CH:4]([C:9]1[CH:10]=[C:11]([C:23]2[CH:28]=[C:27]([C:29]([F:32])([F:31])[F:30])[CH:26]=[C:25]([F:33])[CH:24]=2)[CH:12]=[C:13](OS(C(F)(F)F)(=O)=O)[CH:14]=1)[CH2:5][CH:6]([CH3:8])[CH3:7].[F:35][C:36]1[CH:42]=[CH:41][C:39]([NH2:40])=[C:38]([C:43]([F:46])([F:45])[F:44])[CH:37]=1. (3) Given the product [F:29][C:30]1[CH:31]=[C:32]([CH:35]=[CH:36][CH:37]=1)[CH2:33][O:1][C:2]1[C:11]2[C:10]([CH3:12])([CH3:13])[CH2:9][CH2:8][C:7]([CH3:14])([CH3:15])[C:6]=2[CH:5]=[C:4]([Se:16][C:17]#[C:18][C:19]2[CH:28]=[CH:27][C:22]([C:23]([O:25][CH3:26])=[O:24])=[CH:21][CH:20]=2)[CH:3]=1, predict the reactants needed to synthesize it. The reactants are: [OH:1][C:2]1[C:11]2[C:10]([CH3:13])([CH3:12])[CH2:9][CH2:8][C:7]([CH3:15])([CH3:14])[C:6]=2[CH:5]=[C:4]([Se:16][C:17]#[C:18][C:19]2[CH:28]=[CH:27][C:22]([C:23]([O:25][CH3:26])=[O:24])=[CH:21][CH:20]=2)[CH:3]=1.[F:29][C:30]1[CH:31]=[C:32]([CH:35]=[CH:36][CH:37]=1)[CH2:33]Br.C(=O)([O-])[O-].[K+].[K+].